This data is from Reaction yield outcomes from USPTO patents with 853,638 reactions. The task is: Predict the reaction yield, written as a fraction of the theoretical maximum amount of product (1.0 means a 100% yield; for example, 0.34 means a 34% yield). (1) The reactants are [O:1]1[C:5]2[C:6]([NH2:10])=[CH:7][CH:8]=[CH:9][C:4]=2[N:3]=[CH:2]1.[Cl:11][C:12]1[N:17]=[C:16](Cl)[CH:15]=[CH:14][N:13]=1.C1CCN2C(=NCCC2)CC1.C1(P(C2C=CC=CC=2)C2C3OC4C(=CC=CC=4P(C4C=CC=CC=4)C4C=CC=CC=4)C(C)(C)C=3C=CC=2)C=CC=CC=1. The catalyst is O1CCOCC1.C1C=CC(/C=C/C(/C=C/C2C=CC=CC=2)=O)=CC=1.C1C=CC(/C=C/C(/C=C/C2C=CC=CC=2)=O)=CC=1.C1C=CC(/C=C/C(/C=C/C2C=CC=CC=2)=O)=CC=1.[Pd].[Pd]. The product is [Cl:11][C:12]1[N:17]=[C:16]([NH:10][C:6]2[C:5]3[O:1][CH:2]=[N:3][C:4]=3[CH:9]=[CH:8][CH:7]=2)[CH:15]=[CH:14][N:13]=1. The yield is 0.350. (2) The reactants are [N:1]1([C:6]2([CH2:16][CH:17]=O)[CH2:15][C:10]3([CH2:14][CH2:13][CH2:12][CH2:11]3)[O:9][CH2:8][CH2:7]2)[CH:5]=[CH:4][CH:3]=[N:2]1.[S:19]1[CH:23]=[CH:22][CH:21]=[C:20]1[CH2:24][NH2:25].[BH-](OC(C)=O)(OC(C)=O)OC(C)=O.[Na+].C(O)(C(F)(F)F)=O. No catalyst specified. The product is [N:1]1([C:6]2([CH2:16][CH2:17][NH:25][CH2:24][C:20]3[S:19][CH:23]=[CH:22][CH:21]=3)[CH2:15][C:10]3([CH2:14][CH2:13][CH2:12][CH2:11]3)[O:9][CH2:8][CH2:7]2)[CH:5]=[CH:4][CH:3]=[N:2]1. The yield is 0.610. (3) The reactants are [Cl-].[Al+3].[Cl-].[Cl-].[H-].[Al+3].[Li+].[H-].[H-].[H-].[CH:11]([C:14]1[CH:19]=[CH:18][C:17]([CH:20]2[C:24]3[C:25]([CH3:43])=[C:26]([NH:31][C:32](=O)[CH2:33][C:34]4[CH:39]=[CH:38][C:37]([O:40][CH3:41])=[CH:36][CH:35]=4)[C:27]([CH3:30])=[C:28]([CH3:29])[C:23]=3[O:22][C:21]2([CH3:45])[CH3:44])=[CH:16][CH:15]=1)([CH3:13])[CH3:12].[OH-].[Na+]. The catalyst is C1COCC1. The product is [CH:11]([C:14]1[CH:15]=[CH:16][C:17]([CH:20]2[C:24]3[C:25]([CH3:43])=[C:26]([NH:31][CH2:32][CH2:33][C:34]4[CH:35]=[CH:36][C:37]([O:40][CH3:41])=[CH:38][CH:39]=4)[C:27]([CH3:30])=[C:28]([CH3:29])[C:23]=3[O:22][C:21]2([CH3:45])[CH3:44])=[CH:18][CH:19]=1)([CH3:13])[CH3:12]. The yield is 0.430.